This data is from Forward reaction prediction with 1.9M reactions from USPTO patents (1976-2016). The task is: Predict the product of the given reaction. Given the reactants [Cl:1][C:2]1[C:10]([N+:11]([O-])=O)=[CH:9][CH:8]=[C:7]([Cl:14])[C:3]=1[C:4]([OH:6])=[O:5].[NH4+].[Cl-], predict the reaction product. The product is: [NH2:11][C:10]1[C:2]([Cl:1])=[C:3]([C:7]([Cl:14])=[CH:8][CH:9]=1)[C:4]([OH:6])=[O:5].